Dataset: M1 muscarinic receptor antagonist screen with 61,756 compounds. Task: Binary Classification. Given a drug SMILES string, predict its activity (active/inactive) in a high-throughput screening assay against a specified biological target. The compound is O=C(N(C(C)C)Cc1onc(n1)c1cc(ccc1)C)C12CC3CC(C1)CC(C2)C3. The result is 0 (inactive).